This data is from Forward reaction prediction with 1.9M reactions from USPTO patents (1976-2016). The task is: Predict the product of the given reaction. (1) Given the reactants [CH3:1][O:2][C:3]([C:5]1[CH:6]=[C:7]2[C:11](=[CH:12][CH:13]=1)[NH:10][C:9](=[O:14])[CH2:8]2)=[O:4].[F:15][C:16]1[CH:23]=[CH:22][C:19]([CH:20]=O)=[CH:18][CH:17]=1.N1CCCCC1, predict the reaction product. The product is: [CH3:1][O:2][C:3]([C:5]1[CH:6]=[C:7]2[C:11](=[CH:12][CH:13]=1)[NH:10][C:9](=[O:14])/[C:8]/2=[CH:20]\[C:19]1[CH:22]=[CH:23][C:16]([F:15])=[CH:17][CH:18]=1)=[O:4]. (2) The product is: [C:15]1([CH:14]([C:21]2[CH:26]=[CH:25][CH:24]=[CH:23][CH:22]=2)[CH2:13][NH:12][C:10]2[C:9]3[C:4](=[CH:5][CH:6]=[CH:7][CH:8]=3)[N:3]=[C:2]([C:29]3[CH:30]=[CH:31][S:27][CH:28]=3)[N:11]=2)[CH:20]=[CH:19][CH:18]=[CH:17][CH:16]=1. Given the reactants Cl[C:2]1[N:11]=[C:10]([NH:12][CH2:13][CH:14]([C:21]2[CH:26]=[CH:25][CH:24]=[CH:23][CH:22]=2)[C:15]2[CH:20]=[CH:19][CH:18]=[CH:17][CH:16]=2)[C:9]2[C:4](=[CH:5][CH:6]=[CH:7][CH:8]=2)[N:3]=1.[S:27]1[CH:31]=[CH:30][C:29](B(O)O)=[CH:28]1.C([O-])([O-])=O.[K+].[K+].C1(C(C2C=CC=CC=2)CCNC2C3C(=CC=CC=3)N=C(C3C=CSC=3)N=2)C=CC=CC=1, predict the reaction product. (3) Given the reactants [Br:1][C:2]1[CH:3]=[C:4]2[NH:10][CH:9]=[CH:8][C:5]2=[N:6][CH:7]=1.Br[CH2:12][C:13]([C:15]1[CH:20]=[CH:19][CH:18]=[C:17]([F:21])[CH:16]=1)=[O:14].CN(C)C=O.C(N(C(C)C)C(C)C)C, predict the reaction product. The product is: [Br:1][C:2]1[CH:3]=[C:4]2[N:10]([CH2:12][C:13]([C:15]3[CH:20]=[CH:19][CH:18]=[C:17]([F:21])[CH:16]=3)=[O:14])[CH:9]=[CH:8][C:5]2=[N:6][CH:7]=1. (4) Given the reactants [N+:1]([C:4]1[CH:5]=[CH:6][CH:7]=[C:8]2[C:12]=1[NH:11][CH:10]=[CH:9]2)([O-:3])=[O:2].[Br:13]Br, predict the reaction product. The product is: [Br:13][C:9]1[C:8]2[C:12](=[C:4]([N+:1]([O-:3])=[O:2])[CH:5]=[CH:6][CH:7]=2)[NH:11][CH:10]=1. (5) Given the reactants Cl[C:2]1[C:11]2[C:6](=[CH:7][CH:8]=[C:9](OC(F)(F)F)[CH:10]=2)[N:5]=[C:4]([N:17]2[CH2:23][C:22]3[CH:24]=[CH:25][CH:26]=[CH:27][C:21]=3[S:20](=[O:29])(=[O:28])[CH2:19][CH2:18]2)[CH:3]=1.[NH2:30][C:31]1([CH2:35][NH:36][C:37](=[O:42])[C:38]([F:41])([F:40])[F:39])[CH2:34][O:33][CH2:32]1.[CH3:43]C(C)([O-])C.[Na+].O, predict the reaction product. The product is: [O:28]=[S:20]1(=[O:29])[C:21]2[CH:27]=[CH:26][CH:25]=[CH:24][C:22]=2[CH2:23][N:17]([C:4]2[CH:3]=[C:2]([NH:30][C:31]3([CH2:35][NH:36][C:37](=[O:42])[C:38]([F:39])([F:40])[F:41])[CH2:34][O:33][CH2:32]3)[C:11]3[C:6](=[CH:7][CH:8]=[C:9]([CH3:43])[CH:10]=3)[N:5]=2)[CH2:18][CH2:19]1. (6) Given the reactants [CH2:1]([O:3][C:4](=[O:38])[CH2:5][CH2:6][CH2:7][O:8][C:9]1[CH:14]=[CH:13][CH:12]=[C:11]([CH2:15][CH2:16][CH2:17][CH2:18][CH2:19][CH2:20][O:21][C:22]2[CH:27]=[C:26]([CH2:28][OH:29])[CH:25]=[C:24]([Br:30])[CH:23]=2)[C:10]=1[CH2:31][CH2:32][C:33]([O:35][CH2:36][CH3:37])=[O:34])[CH3:2].[H-].[Na+].I[CH3:42], predict the reaction product. The product is: [CH2:1]([O:3][C:4](=[O:38])[CH2:5][CH2:6][CH2:7][O:8][C:9]1[CH:14]=[CH:13][CH:12]=[C:11]([CH2:15][CH2:16][CH2:17][CH2:18][CH2:19][CH2:20][O:21][C:22]2[CH:27]=[C:26]([CH2:28][O:29][CH3:42])[CH:25]=[C:24]([Br:30])[CH:23]=2)[C:10]=1[CH2:31][CH2:32][C:33]([O:35][CH2:36][CH3:37])=[O:34])[CH3:2]. (7) Given the reactants [H-].[Na+].[CH2:3]([O:5][C:6]([C:8]1[C:9]([C:13]([F:16])([F:15])[F:14])=[N:10][NH:11][CH:12]=1)=[O:7])[CH3:4].Br[CH2:18][C:19]([NH:21][C:22]1[S:26][C:25]2[CH2:27][CH2:28][CH2:29][CH2:30][C:24]=2[C:23]=1[C:31]([NH2:33])=[O:32])=[O:20].O, predict the reaction product. The product is: [C:31]([C:23]1[C:24]2[CH2:30][CH2:29][CH2:28][CH2:27][C:25]=2[S:26][C:22]=1[NH:21][C:19](=[O:20])[CH2:18][N:11]1[CH:12]=[C:8]([C:6]([O:5][CH2:3][CH3:4])=[O:7])[C:9]([C:13]([F:15])([F:16])[F:14])=[N:10]1)(=[O:32])[NH2:33]. (8) The product is: [OH:2][C:3]1[C:8]([CH2:9][NH:10][C:11](=[O:25])[C:12]2[CH:13]=[CH:14][C:15]([O:18][C:19]3[CH:24]=[CH:23][CH:22]=[CH:21][CH:20]=3)=[CH:16][CH:17]=2)=[C:7]([C:26]([F:28])([F:27])[F:29])[CH:6]=[C:5]([CH3:30])[N:4]=1. Given the reactants C[O:2][C:3]1[C:8]([CH2:9][NH:10][C:11](=[O:25])[C:12]2[CH:17]=[CH:16][C:15]([O:18][C:19]3[CH:24]=[CH:23][CH:22]=[CH:21][CH:20]=3)=[CH:14][CH:13]=2)=[C:7]([C:26]([F:29])([F:28])[F:27])[CH:6]=[C:5]([CH3:30])[N:4]=1.I[Si](C)(C)C, predict the reaction product.